This data is from Catalyst prediction with 721,799 reactions and 888 catalyst types from USPTO. The task is: Predict which catalyst facilitates the given reaction. (1) Reactant: [NH:1]1[CH2:6][CH2:5][O:4][CH2:3][CH2:2]1.C([BH3-])#N.[Na+].[ClH:11].[N:12]12[CH2:19][CH2:18][CH:15]([CH2:16][CH2:17]1)[C@@H:14]([NH:20][C:21]([C:23]1[S:24][C:25]3[CH:31]=[C:30]([C:32]4[CH:37]=[CH:36][CH:35]=[C:34]([CH:38]=O)[CH:33]=4)[CH:29]=[CH:28][C:26]=3[CH:27]=1)=[O:22])[CH2:13]2.CO. Product: [ClH:11].[ClH:11].[N:12]12[CH2:17][CH2:16][CH:15]([CH2:18][CH2:19]1)[C@@H:14]([NH:20][C:21]([C:23]1[S:24][C:25]3[CH:31]=[C:30]([C:32]4[CH:37]=[CH:36][CH:35]=[C:34]([CH2:38][N:1]5[CH2:6][CH2:5][O:4][CH2:3][CH2:2]5)[CH:33]=4)[CH:29]=[CH:28][C:26]=3[CH:27]=1)=[O:22])[CH2:13]2. The catalyst class is: 15. (2) Reactant: [F:1][C:2]1[CH:7]=[CH:6][C:5]([CH:8]([C:10]2[N:11]=[C:12]([NH:19][C:20]3[CH:24]=[C:23]([CH3:25])[NH:22][N:21]=3)[C:13]3[S:18][CH:17]=[CH:16][C:14]=3[N:15]=2)[OH:9])=[CH:4][CH:3]=1.P(Br)(Br)Br.[CH2:30](Cl)Cl. Product: [F:1][C:2]1[CH:7]=[CH:6][C:5]([CH:8]([O:9][CH3:30])[C:10]2[N:11]=[C:12]([NH:19][C:20]3[CH:24]=[C:23]([CH3:25])[NH:22][N:21]=3)[C:13]3[S:18][CH:17]=[CH:16][C:14]=3[N:15]=2)=[CH:4][CH:3]=1. The catalyst class is: 26. (3) Reactant: Br[C:2]1[C:10]2[N:9]=[C:8]([C:11]3[C:12](=[O:28])[NH:13][CH:14]=[CH:15][C:16]=3[NH:17][CH2:18][C@H:19]([C:21]3[CH:26]=[CH:25][CH:24]=[C:23]([Cl:27])[CH:22]=3)[OH:20])[NH:7][C:6]=2[CH:5]=[C:4]([CH2:29][N:30]2[CH2:35][CH2:34][N:33]([CH3:36])[CH2:32][CH2:31]2)[CH:3]=1.[CH3:37][Sn](C)(C)C.[F-].[K+]. Product: [Cl:27][C:23]1[CH:22]=[C:21]([C@H:19]([OH:20])[CH2:18][NH:17][C:16]2[CH:15]=[CH:14][NH:13][C:12](=[O:28])[C:11]=2[C:8]2[NH:7][C:6]3[CH:5]=[C:4]([CH2:29][N:30]4[CH2:35][CH2:34][N:33]([CH3:36])[CH2:32][CH2:31]4)[CH:3]=[C:2]([CH3:37])[C:10]=3[N:9]=2)[CH:26]=[CH:25][CH:24]=1. The catalyst class is: 3. (4) Reactant: C([Li])CCC.[CH3:6][O:7][C:8](=[O:23])[CH2:9][CH:10]1[CH2:15][CH2:14][N:13]([C:16]([O:18][C:19]([CH3:22])([CH3:21])[CH3:20])=[O:17])[CH2:12][CH2:11]1.[H-].[Na+].[CH:26]([C:28]1[C:29]([NH:34][C:35](=[O:40])[C:36]([CH3:39])([CH3:38])[CH3:37])=[N:30][CH:31]=[CH:32][CH:33]=1)=[O:27]. Product: [OH:27][CH:26]([C:28]1[C:29]([NH:34][C:35](=[O:40])[C:36]([CH3:38])([CH3:37])[CH3:39])=[N:30][CH:31]=[CH:32][CH:33]=1)[CH:9]([CH:10]1[CH2:11][CH2:12][N:13]([C:16]([O:18][C:19]([CH3:20])([CH3:22])[CH3:21])=[O:17])[CH2:14][CH2:15]1)[C:8]([O:7][CH3:6])=[O:23]. The catalyst class is: 7. (5) Reactant: C([NH:8][C@H:9]([C:11](O)=O)[CH3:10])(OC(C)(C)C)=O.CN(C(ON1N=NC2C=CC=NC1=2)=[N+](C)C)C.F[P-](F)(F)(F)(F)F.CCN(C(C)C)C(C)C.CO[C:49](=O)[C@H:50]([NH:53][CH2:54][C:55]1[CH:60]=[CH:59][C:58]([O:61][CH3:62])=[CH:57][CH:56]=1)[CH2:51][CH3:52]. The catalyst class is: 18. Product: [CH2:51]([C@@H:50]1[CH2:49][NH:8][C@@H:9]([CH3:11])[CH2:10][N:53]1[CH2:54][C:55]1[CH:60]=[CH:59][C:58]([O:61][CH3:62])=[CH:57][CH:56]=1)[CH3:52]. (6) Reactant: [H-].[Na+].[C:3]([C:7]1[CH:12]=[CH:11][C:10]([OH:13])=[CH:9][CH:8]=1)([CH3:6])([CH3:5])[CH3:4].Cl[C:15]1[CH:20]=[CH:19][C:18]([N+:21]([O-:23])=[O:22])=[CH:17][CH:16]=1. Product: [C:3]([C:7]1[CH:8]=[CH:9][C:10]([O:13][C:15]2[CH:20]=[CH:19][C:18]([N+:21]([O-:23])=[O:22])=[CH:17][CH:16]=2)=[CH:11][CH:12]=1)([CH3:6])([CH3:4])[CH3:5]. The catalyst class is: 42. (7) Reactant: [CH:1]1([C:7]2[NH:11][C:10](=[O:12])[C:9]3([CH2:17][CH2:16][N:15]([S:18](/[CH:21]=[CH:22]/[C:23]4[CH:24]=[C:25]5[C:29](=[CH:30][CH:31]=4)[N:28]([CH2:32][C@H:33]4[CH2:37][O:36]C(C)(C)[O:34]4)[CH:27]=[CH:26]5)(=[O:20])=[O:19])[CH2:14][CH2:13]3)[N:8]=2)[CH2:6][CH2:5][CH2:4][CH2:3][CH2:2]1.FC(F)(F)C(O)=O.C(=O)(O)[O-].[Na+].O. Product: [CH:1]1([C:7]2[NH:11][C:10](=[O:12])[C:9]3([CH2:17][CH2:16][N:15]([S:18](/[CH:21]=[CH:22]/[C:23]4[CH:24]=[C:25]5[C:29](=[CH:30][CH:31]=4)[N:28]([CH2:32][C@H:33]([OH:34])[CH2:37][OH:36])[CH:27]=[CH:26]5)(=[O:19])=[O:20])[CH2:14][CH2:13]3)[N:8]=2)[CH2:6][CH2:5][CH2:4][CH2:3][CH2:2]1. The catalyst class is: 61.